Predict the reactants needed to synthesize the given product. From a dataset of Full USPTO retrosynthesis dataset with 1.9M reactions from patents (1976-2016). (1) Given the product [F:11][C:5]1[CH:6]=[C:7]([CH3:10])[CH:8]=[CH:9][C:4]=1[B:20]([OH:21])[OH:19], predict the reactants needed to synthesize it. The reactants are: N#N.Br[C:4]1[CH:9]=[CH:8][C:7]([CH3:10])=[CH:6][C:5]=1[F:11].C([Li])CCC.C([O:19][B:20](OCC)[O:21]CC)C. (2) Given the product [CH3:21][O:20][C:16]1[CH:17]=[C:18]2[C:13](=[CH:14][CH:15]=1)[N:12]([CH3:22])[C:11]([C:8]1[N:6]3[N:7]=[C:2]([NH:76][C:75]4[CH:77]=[CH:78][C:79]([O:80][CH3:81])=[C:73]([O:72][CH3:71])[CH:74]=4)[CH:3]=[CH:4][C:5]3=[N:10][CH:9]=1)=[CH:19]2, predict the reactants needed to synthesize it. The reactants are: Cl[C:2]1[CH:3]=[CH:4][C:5]2[N:6]([C:8]([C:11]3[N:12]([CH3:22])[C:13]4[C:18]([CH:19]=3)=[CH:17][C:16]([O:20][CH3:21])=[CH:15][CH:14]=4)=[CH:9][N:10]=2)[N:7]=1.CC1(C)C2C(=C(P(C3C=CC=CC=3)C3C=CC=CC=3)C=CC=2)OC2C(P(C3C=CC=CC=3)C3C=CC=CC=3)=CC=CC1=2.C(=O)([O-])[O-].[K+].[K+].[CH3:71][O:72][C:73]1[CH:74]=[C:75]([CH:77]=[CH:78][C:79]=1[O:80][CH3:81])[NH2:76]. (3) Given the product [CH2:21]([C:23]1[N:33]([CH2:34][C:3]2[CH:20]=[CH:19][C:6]3=[C:5]([CH:4]=2)[O:56][CH2:55][C:9]2[CH:12]=[CH:13][CH:14]=[CH:15][C:8]=2/[C:7]/3=[CH:16]\[C:17]#[N:18])[C:26]2=[N:27][C:28]([CH3:32])=[CH:29][C:30]([CH3:31])=[C:25]2[N:24]=1)[CH3:22], predict the reactants needed to synthesize it. The reactants are: OC[C:3]1[CH:20]=[CH:19][C:6]2/[C:7](=[CH:16]/[C:17]#[N:18])/[C:8]3[CH:15]=[CH:14][CH:13]=[CH:12][C:9]=3CC[C:5]=2[CH:4]=1.[CH2:21]([C:23]1[NH:33][C:26]2=[N:27][C:28]([CH3:32])=[CH:29][C:30]([CH3:31])=[C:25]2[N:24]=1)[CH3:22].[C:34]1(P(C2C=CC=CC=2)C2C=CC=CC=2)C=CC=CC=1.N(C(OC(C)(C)C)=O)=N[C:55](OC(C)(C)C)=[O:56]. (4) The reactants are: [NH:1]1[CH2:6][CH2:5][CH2:4][C@H:3]([CH2:7][N:8]2[C:12]3[CH:13]=[CH:14][CH:15]=[CH:16][C:11]=3[N:10]=[C:9]2[CH2:17][N:18]2[C@H:31]3[C@H:22]([CH2:23][CH2:24][C:25]4[C:30]3=[N:29][CH:28]=[CH:27][CH:26]=4)[CH2:21][CH2:20][CH2:19]2)[CH2:2]1.C=O.[C:34](O)(=O)C.C(O[BH-](OC(=O)C)OC(=O)C)(=O)C.[Na+]. Given the product [CH3:34][N:1]1[CH2:6][CH2:5][CH2:4][C@H:3]([CH2:7][N:8]2[C:12]3[CH:13]=[CH:14][CH:15]=[CH:16][C:11]=3[N:10]=[C:9]2[CH2:17][N:18]2[C@H:31]3[C@H:22]([CH2:23][CH2:24][C:25]4[C:30]3=[N:29][CH:28]=[CH:27][CH:26]=4)[CH2:21][CH2:20][CH2:19]2)[CH2:2]1, predict the reactants needed to synthesize it. (5) Given the product [CH2:1]([O:5][C:6]1[CH:11]=[CH:10][C:9]([I:12])=[CH:8][C:7]=1[NH2:13])[CH2:2][C:3]#[CH:4], predict the reactants needed to synthesize it. The reactants are: [CH2:1]([O:5][C:6]1[CH:11]=[CH:10][C:9]([I:12])=[CH:8][C:7]=1[N+:13]([O-])=O)[CH2:2][C:3]#[CH:4]. (6) Given the product [NH2:1][C:4]1[CH:5]=[CH:6][C:7]([CH:10]2[CH2:15][CH2:14][N:13]([C:16]([O:18][C:19]([CH3:22])([CH3:21])[CH3:20])=[O:17])[CH2:12][CH2:11]2)=[N:8][CH:9]=1, predict the reactants needed to synthesize it. The reactants are: [N+:1]([C:4]1[CH:5]=[CH:6][C:7]([C:10]2[CH2:15][CH2:14][N:13]([C:16]([O:18][C:19]([CH3:22])([CH3:21])[CH3:20])=[O:17])[CH2:12][CH:11]=2)=[N:8][CH:9]=1)([O-])=O.CCOC(C)=O. (7) Given the product [NH2:8][C:5]1[N:6]=[CH:7][C:2]([C:37]2[CH:45]=[CH:44][C:40]([C:41]([OH:43])=[O:42])=[CH:39][CH:38]=2)=[CH:3][C:4]=1[C:23]1[O:24][C:25]([C:28]2[CH:29]=[CH:30][CH:31]=[CH:32][CH:33]=2)=[N:26][N:27]=1, predict the reactants needed to synthesize it. The reactants are: Br[C:2]1[CH:3]=[C:4]([C:23]2[O:24][C:25]([C:28]3[CH:33]=[CH:32][CH:31]=[CH:30][CH:29]=3)=[N:26][N:27]=2)[C:5]([N:8](C(OC(C)(C)C)=O)C(=O)OC(C)(C)C)=[N:6][CH:7]=1.B([C:37]1[CH:45]=[CH:44][C:40]([C:41]([OH:43])=[O:42])=[CH:39][CH:38]=1)(O)O.C([O-])([O-])=O.[Na+].[Na+].O.